Predict the reactants needed to synthesize the given product. From a dataset of Full USPTO retrosynthesis dataset with 1.9M reactions from patents (1976-2016). Given the product [Cl:1][C:2]1[CH:3]=[CH:4][C:5]([O:37][CH3:38])=[C:6]([C:8]2[C:17]3[C:12](=[CH:13][C:14]([S:18]([NH:21][C:22]4[S:23][CH:24]=[CH:25][N:26]=4)(=[O:20])=[O:19])=[CH:15][CH:16]=3)[C:11](=[O:36])[NH:10][N:9]=2)[CH:7]=1, predict the reactants needed to synthesize it. The reactants are: [Cl:1][C:2]1[CH:3]=[CH:4][C:5]([O:37][CH3:38])=[C:6]([C:8]2[C:17]3[C:12](=[CH:13][C:14]([S:18]([N:21](CC4C=CC(OC)=CC=4)[C:22]4[S:23][CH:24]=[CH:25][N:26]=4)(=[O:20])=[O:19])=[CH:15][CH:16]=3)[C:11](=[O:36])[NH:10][N:9]=2)[CH:7]=1.C(Cl)Cl.C(O)(C(F)(F)F)=O.